From a dataset of Forward reaction prediction with 1.9M reactions from USPTO patents (1976-2016). Predict the product of the given reaction. (1) Given the reactants [Br:1][C:2]1[C:7](=[O:8])[C:6]2[CH:9]=[CH:10][CH:11]=[CH:12][C:5]=2[O:4][C:3]=1[C:13]1[CH:18]=[CH:17][CH:16]=[CH:15][CH:14]=1.[NH2:19]C1C=CC2C(=O)C=C(C3C=CC=CC=3)OC=2C=1, predict the reaction product. The product is: [NH2:19][C:11]1[CH:10]=[CH:9][C:6]2[C:7](=[O:8])[C:2]([Br:1])=[C:3]([C:13]3[CH:14]=[CH:15][CH:16]=[CH:17][CH:18]=3)[O:4][C:5]=2[CH:12]=1. (2) Given the reactants [NH2:1][C:2](=[O:40])[CH2:3][C:4]1[CH:39]=[CH:38][CH:37]=[CH:36][C:5]=1[CH2:6][CH2:7][C:8]1[C:13]([C:14]([F:17])([F:16])[F:15])=[CH:12][N:11]=[C:10]([NH:18][C:19]2[CH:20]=[C:21]3[C:26](=[CH:27][CH:28]=2)[CH2:25][N:24](C(OC(C)(C)C)=O)[CH2:23][CH2:22]3)[N:9]=1.C(OC(N1CCC2C(=CC=C(NC3N=C(CCC4C=CC=CC=4CC([O-])=O)C(C(F)(F)F)=CN=3)C=2)C1)=O)(C)(C)C.[Li+].CN(C(ON1N=NC2C=CC=NC1=2)=[N+](C)C)C.F[P-](F)(F)(F)(F)F.C(=O)([O-])[O-].[NH4+].[NH4+].CCN(C(C)C)C(C)C.C(=O)(O)[O-].[Na+], predict the reaction product. The product is: [CH2:25]1[C:26]2[C:21](=[CH:20][C:19]([NH:18][C:10]3[N:9]=[C:8]([CH2:7][CH2:6][C:5]4[CH:36]=[CH:37][CH:38]=[CH:39][C:4]=4[CH2:3][C:2]([NH2:1])=[O:40])[C:13]([C:14]([F:16])([F:17])[F:15])=[CH:12][N:11]=3)=[CH:28][CH:27]=2)[CH2:22][CH2:23][NH:24]1. (3) Given the reactants [NH2:1][C:2]1[CH:3]=[C:4]([NH:8][C:9](=[O:25])[C:10](=[O:24])[N:11]2[CH2:16][CH2:15][CH:14]([CH2:17][C:18]3[CH:23]=[CH:22][CH:21]=[CH:20][CH:19]=3)[CH2:13][CH2:12]2)[CH:5]=[CH:6][CH:7]=1.[CH:26](=O)[C:27]1[CH:32]=[CH:31][CH:30]=[CH:29][CH:28]=1.C(O)(=O)C.[Cl:38]C(Cl)C.C(O[BH-](OC(=O)C)OC(=O)C)(=O)C.[Na+], predict the reaction product. The product is: [ClH:38].[CH2:26]([NH:1][C:2]1[CH:3]=[C:4]([NH:8][C:9](=[O:25])[C:10]([N:11]2[CH2:12][CH2:13][CH:14]([CH2:17][C:18]3[CH:23]=[CH:22][CH:21]=[CH:20][CH:19]=3)[CH2:15][CH2:16]2)=[O:24])[CH:5]=[CH:6][CH:7]=1)[C:27]1[CH:32]=[CH:31][CH:30]=[CH:29][CH:28]=1. (4) Given the reactants [N:1]([CH:4]([C:6]1[S:10][C:9]2[CH:11]=[CH:12][CH:13]=[CH:14][C:8]=2[C:7]=1[C:15]1[CH:20]=[CH:19][CH:18]=[CH:17][CH:16]=1)[CH3:5])=[N+]=[N-].C1(P(C2C=CC=CC=2)C2C=CC=CC=2)C=CC=CC=1, predict the reaction product. The product is: [C:15]1([C:7]2[C:8]3[CH:14]=[CH:13][CH:12]=[CH:11][C:9]=3[S:10][C:6]=2[CH:4]([NH2:1])[CH3:5])[CH:16]=[CH:17][CH:18]=[CH:19][CH:20]=1.